This data is from Full USPTO retrosynthesis dataset with 1.9M reactions from patents (1976-2016). The task is: Predict the reactants needed to synthesize the given product. (1) Given the product [CH2:15]([C:8]1[CH:9]=[C:10]([CH:13]=[CH:14][C:7]=1[OH:18])[C:11]#[N:12])[CH3:16], predict the reactants needed to synthesize it. The reactants are: OS(O)(=O)=O.N[C:7]1[CH:14]=[CH:13][C:10]([C:11]#[N:12])=[CH:9][C:8]=1[CH2:15][CH3:16].N([O-])=[O:18].[Na+]. (2) The reactants are: CC1N=C2N(CC3C=CC(/C=C/CO)=CC=3)C(CCC)=NC2=C(C)C=1.C[O:27][C:28](=O)/[CH:29]=[CH:30]/[C:31]1[CH:36]=[CH:35][C:34]([CH2:37][N:38]2[C:42]3=[N:43][C:44]([CH3:48])=[CH:45][C:46]([CH3:47])=[C:41]3[N:40]=[C:39]2[CH2:49][CH2:50][CH2:51][CH3:52])=[CH:33][CH:32]=1. Given the product [CH2:49]([C:39]1[N:38]([CH2:37][C:34]2[CH:35]=[CH:36][C:31](/[CH:30]=[CH:29]/[CH2:28][OH:27])=[CH:32][CH:33]=2)[C:42]2=[N:43][C:44]([CH3:48])=[CH:45][C:46]([CH3:47])=[C:41]2[N:40]=1)[CH2:50][CH2:51][CH3:52], predict the reactants needed to synthesize it. (3) The reactants are: [CH2:1]([N:8]1[CH2:13][C@@H:12]2[C@@:10]([NH2:15])([C@@H:11]2[CH3:14])[CH2:9]1)[C:2]1[CH:7]=[CH:6][CH:5]=[CH:4][CH:3]=1.C(N(CC)CC)C.[C:23]([O:27][C:28](O[C:28]([O:27][C:23]([CH3:26])([CH3:25])[CH3:24])=[O:29])=[O:29])([CH3:26])([CH3:25])[CH3:24]. Given the product [CH2:1]([N:8]1[CH2:13][C@@H:12]2[C@@:10]([NH:15][C:28](=[O:29])[O:27][C:23]([CH3:26])([CH3:25])[CH3:24])([C@@H:11]2[CH3:14])[CH2:9]1)[C:2]1[CH:3]=[CH:4][CH:5]=[CH:6][CH:7]=1, predict the reactants needed to synthesize it. (4) Given the product [O:10]1[CH2:11][CH2:12][C@@H:8]([N:7]2[CH2:2][CH2:3][NH:4][C:5]2=[O:6])[CH2:9]1, predict the reactants needed to synthesize it. The reactants are: Cl[CH2:2][CH2:3][NH:4][C:5]([NH:7][C@@H:8]1[CH2:12][CH2:11][O:10][CH2:9]1)=[O:6].[H-].[Na+]. (5) Given the product [NH2:7][C:6]1[S:22][C:1]([CH3:2])=[N:4][C:5]=1[C:8]([O:10][CH2:11][CH3:12])=[O:9], predict the reactants needed to synthesize it. The reactants are: [C:1]([NH:4][C@H:5]([C:8]([O:10][CH2:11][CH3:12])=[O:9])[C:6]#[N:7])(=O)[CH3:2].COC1C=CC(P2(SP(C3C=CC(OC)=CC=3)(=S)S2)=[S:22])=CC=1.